Predict the reaction yield, written as a fraction of the theoretical maximum amount of product (1.0 means a 100% yield; for example, 0.34 means a 34% yield). From a dataset of Reaction yield outcomes from USPTO patents with 853,638 reactions. (1) The reactants are [NH2:1][C:2]1[CH:10]=[CH:9][C:5]([C:6](O)=[O:7])=[CH:4][C:3]=1[CH3:11].Cl.[CH2:13]([N:15]=C=NCCCN(C)C)C.Cl.CN.C(=O)([O-])O.[Na+]. The catalyst is CN(C=O)C. The product is [NH2:1][C:2]1[CH:10]=[CH:9][C:5]([C:6]([NH:15][CH3:13])=[O:7])=[CH:4][C:3]=1[CH3:11]. The yield is 0.184. (2) The reactants are [NH2:1][C@@H:2]([CH2:33][C:34]1[CH:39]=[CH:38][CH:37]=[CH:36][CH:35]=1)[C@@H:3]([OH:32])[CH2:4][C@@H:5]([NH:19][C:20]([C@@H:22]([NH:27][C:28](=[O:31])[O:29][CH3:30])[C:23]([CH3:26])([CH3:25])[CH3:24])=[O:21])[CH2:6][C:7]1[CH:12]=[CH:11][C:10]([C:13]2[CH:18]=[CH:17][CH:16]=[CH:15][N:14]=2)=[CH:9][CH:8]=1.[CH3:40][O:41][CH2:42][C:43]([NH:45][C@@H:46]([C:50]([CH3:53])([CH3:52])[CH3:51])[C:47](O)=[O:48])=[O:44].CCOP(ON1N=NC2C=CC=CC=2C1=O)(OCC)=O.C(N(CC)C(C)C)(C)C. The catalyst is C1COCC1. The product is [CH3:30][O:29][C:28](=[O:31])[NH:27][C@@H:22]([C:23]([CH3:26])([CH3:25])[CH3:24])[C:20](=[O:21])[NH:19][C@@H:5]([CH2:6][C:7]1[CH:12]=[CH:11][C:10]([C:13]2[CH:18]=[CH:17][CH:16]=[CH:15][N:14]=2)=[CH:9][CH:8]=1)[CH2:4][C@H:3]([OH:32])[C@H:2]([CH2:33][C:34]1[CH:35]=[CH:36][CH:37]=[CH:38][CH:39]=1)[NH:1][C:47](=[O:48])[C@H:46]([C:50]([CH3:52])([CH3:51])[CH3:53])[NH:45][C:43](=[O:44])[CH2:42][O:41][CH3:40]. The yield is 0.380. (3) The reactants are [F:1][C:2]1[CH:3]=[C:4]([C:12]2[O:16][N:15]=[C:14]([C:17]3[CH:18]=[CH:19][C:20]([CH2:23][N:24]4[CH2:27][CH:26]([C:28]([O:30]C)=[O:29])[CH2:25]4)=[N:21][CH:22]=3)[N:13]=2)[CH:5]=[CH:6][C:7]=1[CH2:8][CH:9]([CH3:11])[CH3:10].[OH-].[Na+]. No catalyst specified. The product is [F:1][C:2]1[CH:3]=[C:4]([C:12]2[O:16][N:15]=[C:14]([C:17]3[CH:18]=[CH:19][C:20]([CH2:23][N:24]4[CH2:25][CH:26]([C:28]([OH:30])=[O:29])[CH2:27]4)=[N:21][CH:22]=3)[N:13]=2)[CH:5]=[CH:6][C:7]=1[CH2:8][CH:9]([CH3:10])[CH3:11]. The yield is 0.810.